This data is from Forward reaction prediction with 1.9M reactions from USPTO patents (1976-2016). The task is: Predict the product of the given reaction. (1) Given the reactants [CH3:1][C:2]1([CH3:22])[C:10]2[N:9]=[N:8][C:7]([C:11]3[C:19]4[C:14](=[N:15][C:16]([CH3:20])=[CH:17][CH:18]=4)[NH:13][N:12]=3)=[N:6][C:5]=2[NH:4][C:3]1=[O:21].C(=O)([O-])[O-].[Cs+].[Cs+].Br[CH2:30][C:31]1[CH:36]=[CH:35][C:34]([Cl:37])=[CH:33][C:32]=1[F:38].O, predict the reaction product. The product is: [Cl:37][C:34]1[CH:35]=[CH:36][C:31]([CH2:30][N:13]2[C:14]3=[N:15][C:16]([CH3:20])=[CH:17][CH:18]=[C:19]3[C:11]([C:7]3[N:8]=[N:9][C:10]4[C:2]([CH3:22])([CH3:1])[C:3](=[O:21])[NH:4][C:5]=4[N:6]=3)=[N:12]2)=[C:32]([F:38])[CH:33]=1. (2) Given the reactants [C:1]([C:4]1[C:5]([I:21])=[N:6][N:7]2[CH2:12][CH:11]([CH3:13])[N:10]([C:14]([O:16][C:17]([CH3:20])(C)C)=[O:15])[CH2:9][C:8]=12)(=[O:3])[NH2:2].Cl[C:23]1C=C(B(O)O)C=C[C:28]=1F.[O-]P([O-])([O-])=O.[K+].[K+].[K+], predict the reaction product. The product is: [C:1]([C:4]1[C:5]([I:21])=[N:6][N:7]2[CH2:12][CH:11]([CH3:13])[N:10]([C:14]([O:16][CH2:17][CH2:20][CH2:23][CH3:28])=[O:15])[CH2:9][C:8]=12)(=[O:3])[NH2:2].